Predict the reactants needed to synthesize the given product. From a dataset of Full USPTO retrosynthesis dataset with 1.9M reactions from patents (1976-2016). (1) Given the product [N:3]1[CH:4]=[CH:5][CH:6]=[CH:7][C:2]=1[C:29]([C:21]1([C:17]2[CH:18]=[N:19][CH:20]=[C:15]([C:14]([F:32])([F:31])[F:13])[CH:16]=2)[CH2:24][C:23]2([O:28][CH2:27][CH2:26][O:25]2)[CH2:22]1)=[O:34], predict the reactants needed to synthesize it. The reactants are: Br[C:2]1[CH:7]=[CH:6][CH:5]=[CH:4][N:3]=1.C([Li])CCC.[F:13][C:14]([F:32])([F:31])[C:15]1[CH:16]=[C:17]([C:21]2([C:29]#N)[CH2:24][C:23]3([O:28][CH2:27][CH2:26][O:25]3)[CH2:22]2)[CH:18]=[N:19][CH:20]=1.Cl.[OH-:34].[Na+]. (2) Given the product [F:21][C:18]1[C:13]2[N:14]=[C:15]([CH3:17])[O:16][C:12]=2[C:11]([NH:7][S:4]([CH:1]2[CH2:3][CH2:2]2)(=[O:6])=[O:5])=[C:10]([NH:9][C:22]2[CH:27]=[CH:26][C:25]([I:28])=[CH:24][C:23]=2[F:29])[C:19]=1[F:20], predict the reactants needed to synthesize it. The reactants are: [CH:1]1([S:4]([N:7]2[C:11]3[C:12]4[O:16][C:15]([CH3:17])=[N:14][C:13]=4[C:18]([F:21])=[C:19]([F:20])[C:10]=3[N:9]([C:22]3[CH:27]=[CH:26][C:25]([I:28])=[CH:24][C:23]=3[F:29])C2=O)(=[O:6])=[O:5])[CH2:3][CH2:2]1.[K].FC1C2N=COC=2C(NS(C2CC2)(=O)=O)=C(NC2C=CC(I)=CC=2F)C=1F.